The task is: Predict the reaction yield, written as a fraction of the theoretical maximum amount of product (1.0 means a 100% yield; for example, 0.34 means a 34% yield).. This data is from Reaction yield outcomes from USPTO patents with 853,638 reactions. The reactants are CC1(C)[O:7][CH2:6][C:5]([NH:27]C(=O)OC(C)(C)C)([CH2:8][N:9]2[CH2:18][CH2:17][C:16]3[C:11](=[CH:12][CH:13]=[C:14]([CH2:19][CH2:20][CH2:21][CH2:22][CH2:23][CH2:24][CH2:25][CH3:26])[CH:15]=3)[CH2:10]2)[CH2:4][O:3]1.CC1(C)OCC(NC(=O)OC(C)(C)C)(CN2CC3C(=CC=C(CCCCCCCC)C=3)C2)CO1. No catalyst specified. The product is [NH2:27][C:5]([CH2:8][N:9]1[CH2:18][CH2:17][C:16]2[C:11](=[CH:12][CH:13]=[C:14]([CH2:19][CH2:20][CH2:21][CH2:22][CH2:23][CH2:24][CH2:25][CH3:26])[CH:15]=2)[CH2:10]1)([CH2:6][OH:7])[CH2:4][OH:3]. The yield is 0.680.